Task: Regression. Given a peptide amino acid sequence and an MHC pseudo amino acid sequence, predict their binding affinity value. This is MHC class II binding data.. Dataset: Peptide-MHC class II binding affinity with 134,281 pairs from IEDB (1) The peptide sequence is AEHDRQVLNNLSNCV. The MHC is DRB1_0101 with pseudo-sequence DRB1_0101. The binding affinity (normalized) is 0.583. (2) The peptide sequence is AVMLTFDNAGMWNVR. The MHC is HLA-DQA10501-DQB10301 with pseudo-sequence HLA-DQA10501-DQB10301. The binding affinity (normalized) is 0.300.